Dataset: NCI-60 drug combinations with 297,098 pairs across 59 cell lines. Task: Regression. Given two drug SMILES strings and cell line genomic features, predict the synergy score measuring deviation from expected non-interaction effect. (1) Drug 1: C1C(C(OC1N2C=NC3=C(N=C(N=C32)Cl)N)CO)O. Drug 2: C1CN(P(=O)(OC1)NCCCl)CCCl. Cell line: UACC62. Synergy scores: CSS=51.6, Synergy_ZIP=2.02, Synergy_Bliss=2.42, Synergy_Loewe=-64.4, Synergy_HSA=2.23. (2) Drug 1: CN1C2=C(C=C(C=C2)N(CCCl)CCCl)N=C1CCCC(=O)O.Cl. Drug 2: CS(=O)(=O)OCCCCOS(=O)(=O)C. Cell line: T-47D. Synergy scores: CSS=-0.157, Synergy_ZIP=4.08, Synergy_Bliss=6.47, Synergy_Loewe=2.62, Synergy_HSA=2.27. (3) Drug 1: C1CN1C2=NC(=NC(=N2)N3CC3)N4CC4. Drug 2: C1CC(=O)NC(=O)C1N2C(=O)C3=CC=CC=C3C2=O. Cell line: M14. Synergy scores: CSS=36.4, Synergy_ZIP=0.647, Synergy_Bliss=0.238, Synergy_Loewe=-29.9, Synergy_HSA=-1.01. (4) Drug 1: C1CC(=O)NC(=O)C1N2CC3=C(C2=O)C=CC=C3N. Drug 2: CC(C)NC(=O)C1=CC=C(C=C1)CNNC.Cl. Cell line: HCT116. Synergy scores: CSS=12.3, Synergy_ZIP=-2.24, Synergy_Bliss=4.16, Synergy_Loewe=2.80, Synergy_HSA=2.83.